Task: Predict the reaction yield, written as a fraction of the theoretical maximum amount of product (1.0 means a 100% yield; for example, 0.34 means a 34% yield).. Dataset: Reaction yield outcomes from USPTO patents with 853,638 reactions (1) The catalyst is O1CCCC1. The yield is 0.940. The product is [CH3:11][C:10]1[CH:9]=[CH:8][C:7]([S:4]([OH:17])(=[O:6])=[O:5])=[CH:13][CH:12]=1. The reactants are O.[OH-].[Na+].[S:4](Cl)([C:7]1[CH:13]=[CH:12][C:10]([CH3:11])=[CH:9][CH:8]=1)(=[O:6])=[O:5].C(O)(=[O:17])C. (2) The reactants are Cl.Cl.[N:3]1([C:10]2[CH:11]=[C:12]([CH:20]([CH3:22])[CH3:21])[CH:13]=[C:14]3[C:19]=2[N:18]=[CH:17][CH:16]=[CH:15]3)[CH2:9][CH2:8][CH2:7][NH:6][CH2:5][CH2:4]1.Cl[CH2:24][C:25]1[N:26]=[C:27]([C:30]2[CH:35]=[CH:34][CH:33]=[CH:32][CH:31]=2)[S:28][CH:29]=1.C([O-])([O-])=O.[Cs+].[Cs+].CCOC(C)=O. The catalyst is CN(C=O)C. The product is [CH:20]([C:12]1[CH:13]=[C:14]2[C:19](=[C:10]([N:3]3[CH2:9][CH2:8][CH2:7][N:6]([CH2:24][C:25]4[N:26]=[C:27]([C:30]5[CH:31]=[CH:32][CH:33]=[CH:34][CH:35]=5)[S:28][CH:29]=4)[CH2:5][CH2:4]3)[CH:11]=1)[N:18]=[CH:17][CH:16]=[CH:15]2)([CH3:22])[CH3:21]. The yield is 0.500. (3) The catalyst is CCOC(C)=O. The product is [Br-:1].[C:11]([O:15][C:16]([NH:18][CH:19]([C:31]1[CH:36]=[CH:35][C:34]([Cl:37])=[CH:33][CH:32]=1)[C:20]([O:22][C@@H:23]1[CH:28]2[CH2:27][CH2:26][N+:25]([CH2:2][C:3](=[O:4])[C:5]3[CH:10]=[CH:9][CH:8]=[CH:7][CH:6]=3)([CH2:30][CH2:29]2)[CH2:24]1)=[O:21])=[O:17])([CH3:14])([CH3:12])[CH3:13]. The reactants are [Br:1][CH2:2][C:3]([C:5]1[CH:10]=[CH:9][CH:8]=[CH:7][CH:6]=1)=[O:4].[C:11]([O:15][C:16]([NH:18][CH:19]([C:31]1[CH:36]=[CH:35][C:34]([Cl:37])=[CH:33][CH:32]=1)[C:20]([O:22][C@@H:23]1[CH:28]2[CH2:29][CH2:30][N:25]([CH2:26][CH2:27]2)[CH2:24]1)=[O:21])=[O:17])([CH3:14])([CH3:13])[CH3:12]. The yield is 0.420.